From a dataset of Catalyst prediction with 721,799 reactions and 888 catalyst types from USPTO. Predict which catalyst facilitates the given reaction. (1) Reactant: [CH3:1][O:2][CH2:3][CH2:4][CH2:5][C:6]1[CH:11]=[CH:10][C:9]([Cl:12])=[CH:8][CH:7]=1.[Br:13]N1C(=O)CCC1=O.N(C(C)(C)C#N)=NC(C)(C)C#N. Product: [CH3:1][O:2][CH2:3][CH2:4][CH:5]([C:6]1[CH:7]=[CH:8][C:9]([Cl:12])=[CH:10][CH:11]=1)[Br:13]. The catalyst class is: 344. (2) Reactant: [OH:1][C:2]1[CH:11]=[C:10]2[C:5]([CH:6]=[CH:7][C:8]([O:12][CH:13]([CH2:18][CH3:19])[C:14]([O:16][CH3:17])=[O:15])=[CH:9]2)=[CH:4][CH:3]=1.I[CH2:21][CH3:22].C(=O)([O-])[O-].[K+].[K+]. Product: [CH2:21]([O:1][C:2]1[CH:11]=[C:10]2[C:5]([CH:6]=[CH:7][C:8]([O:12][CH:13]([CH2:18][CH3:19])[C:14]([O:16][CH3:17])=[O:15])=[CH:9]2)=[CH:4][CH:3]=1)[CH3:22]. The catalyst class is: 21. (3) Reactant: [N+:1]([C:4]1[CH:11]=[CH:10][C:7]([C:8]#[N:9])=[CH:6][CH:5]=1)([O-:3])=[O:2].C[O-].[Na+].[NH4+:15].[Cl-:16]. Product: [ClH:16].[N+:1]([C:4]1[CH:5]=[CH:6][C:7]([C:8]([NH2:15])=[NH:9])=[CH:10][CH:11]=1)([O-:3])=[O:2]. The catalyst class is: 5. (4) Reactant: [Cl:1][C:2]1[CH:7]=[CH:6][CH:5]=[C:4]([Cl:8])[C:3]=1[CH2:9][S:10]([C:13]1[CH:14]=[C:15]2[C:19](=[CH:20][CH:21]=1)[NH:18][C:17](=[O:22])[CH2:16]2)(=[O:12])=[O:11].[CH3:23][C:24]1[C:28]([CH2:29][CH2:30][C:31]([N:33]2[CH2:38][CH2:37][N:36]([CH3:39])[CH2:35][CH2:34]2)=[O:32])=[C:27]([CH3:40])[NH:26][C:25]=1[CH:41]=O.N1CCCCC1. Product: [Cl:8][C:4]1[CH:5]=[CH:6][CH:7]=[C:2]([Cl:1])[C:3]=1[CH2:9][S:10]([C:13]1[CH:14]=[C:15]2[C:19](=[CH:20][CH:21]=1)[NH:18][C:17](=[O:22])/[C:16]/2=[CH:41]\[C:25]1[NH:26][C:27]([CH3:40])=[C:28]([CH2:29][CH2:30][C:31]([N:33]2[CH2:34][CH2:35][N:36]([CH3:39])[CH2:37][CH2:38]2)=[O:32])[C:24]=1[CH3:23])(=[O:12])=[O:11]. The catalyst class is: 8. (5) The catalyst class is: 310. Reactant: O[Li].[OH2:3].[NH:4]1[C:14]2[C:9](=[CH:10][CH:11]=[CH:12][CH:13]=2)[C:7](=O)[C:5]1=[O:6].C(O[CH2:19][C:20]([C:22]1[CH:27]=[CH:26][CH:25]=[CH:24][CH:23]=1)=O)(=O)C.Cl.[OH2:29]. Product: [OH:3][C:19]1[C:20]([C:22]2[CH:27]=[CH:26][CH:25]=[CH:24][CH:23]=2)=[N:4][C:14]2[C:9]([C:7]=1[C:5]([OH:6])=[O:29])=[CH:10][CH:11]=[CH:12][CH:13]=2. (6) Reactant: C(N(CC)CC)C.CN(C1C=CC=CN=1)C.CN(C)[C:19](Cl)=[S:20].[CH:23]([C:25]1[C:33](O)=[CH:32][C:31]([CH:35]=C)=[C:30]2[C:26]=1[CH2:27][CH2:28][C:29]2=[O:37])=[CH2:24]. Product: [CH:23]([C:25]1[C:19]([SH:20])=[CH:35][C:31]([CH:32]=[CH2:33])=[C:30]2[C:26]=1[CH2:27][CH2:28][C:29]2=[O:37])=[CH2:24]. The catalyst class is: 12.